From a dataset of Forward reaction prediction with 1.9M reactions from USPTO patents (1976-2016). Predict the product of the given reaction. Given the reactants [NH:1]1[CH2:6][CH2:5][CH:4]([CH2:7][OH:8])[CH2:3][CH2:2]1.[C:9](O[C:9]([O:11][C:12]([CH3:15])([CH3:14])[CH3:13])=[O:10])([O:11][C:12]([CH3:15])([CH3:14])[CH3:13])=[O:10].CCOCC, predict the reaction product. The product is: [OH:8][CH2:7][CH:4]1[CH2:5][CH2:6][N:1]([C:9]([O:11][C:12]([CH3:15])([CH3:14])[CH3:13])=[O:10])[CH2:2][CH2:3]1.